Dataset: Experimentally validated miRNA-target interactions with 360,000+ pairs, plus equal number of negative samples. Task: Binary Classification. Given a miRNA mature sequence and a target amino acid sequence, predict their likelihood of interaction. (1) The miRNA is hsa-miR-4460 with sequence AUAGUGGUUGUGAAUUUACCUU. The protein sequence of the target gene is MGAEEEVLVTLSGGAPWGFRLHGGAEQRKPLQVSKIRRRSQAGRAGLRERDQLLAINGVSCTNLSHASAMSLIDASGNQLVLTVQRLADEGPVQSPSPHELQVLSPLSPLSPEPPGAPVPQPLQPGSLRSPPDSEAYYGETDSDADGPATQEKPRRPRRRGPTRPTPPGAPPDEVYLSDSPAEPAPTIPGPPSQGDSRVSSPSWEDGAALQPPPAEALLLPHGPLRPGPHLIPMVGPVPHPVAEDLTTTYTQKAKQAKLQRAESLQEKSIKEAKTKCRTIASLLTAAPNPHSKGVLMFKK.... Result: 1 (interaction). (2) The miRNA is hsa-miR-548ap-3p with sequence AAAAACCACAAUUACUUUU. The protein sequence of the target gene is MDVFSFVKIAKLSSHRTKSSGWPPPSGTWGLSQVPPYGWEMTANRDGRDYFINHMTQAIPFDDPRLESCQIIPPAPRKVEMRRDPVLGFGFVAGSEKPVVVRSVTPGGPSEGKLIPGDQIVMINDEPVSAAPRERVIDLVRSCKESILLTVIQPYPSPKSAFISAAKKARLKSNPVKVRFSEEVIINGQVSETVKDNSLLFMPNVLKVYLENGQTKSFRFDCSTSIKDVILTLQEKLSIKGIEHFSLMLEQRTEGAGTKLLLLHEQETLTQVTQRPSSHKMRCLFRISFVPKDPIDLLRR.... Result: 0 (no interaction). (3) The miRNA is hsa-miR-6834-5p with sequence GUGAGGGACUGGGAUUUGUGG. The protein sequence of the target gene is MAKDSPSPLGASPKKPGCSSPAAAVLENQRRELEKLRAELEAERAGWRAERRRFAARERQLREEAERERRQLADRLRSKWEAQRSRELRQLQEEMQREREAEIRQLLRWKEAEQRQLQQLLHRERDGVVRQARELQRQLAEELVNRGHCSRPGASEVSAAQCRCRLQEVLAQLRWQTDGEQAARIRYLQAALEVERQLFLKYILAHFRGHPALSGSPDPQAVHSLEEPLPQTSSGSCHAPKPACQLGSLDSLSAEVGVRSRSLGLVSSACSSSPDGLLSTHASSLDCFAPACSRSLDSTR.... Result: 0 (no interaction). (4) The miRNA is hsa-miR-1277-5p with sequence AAAUAUAUAUAUAUAUGUACGUAU. The protein sequence of the target gene is MEQLSSANTRFALDLFLALSENNPAGNIFISPFSISSAMAMVFLGTRGNTAAQLSKTFHFNTVEEVHSRFQSLNADINKRGASYILKLANRLYGEKTYNFLPEFLVSTQKTYGADLASVDFQHASEDARKTINQWVKGQTEGKIPELLASGMVDNMTKLVLVNAIYFKGNWKDKFMKEATTNAPFRLNKKDRKTVKMMYQKKKFAYGYIEDLKCRVLELPYQGEELSMVILLPDDIEDESTGLKKIEEQLTLEKLHEWTKPENLDFIEVNVSLPRFKLEESYTLNSDLARLGVQDLFNSS.... Result: 0 (no interaction). (5) Result: 1 (interaction). The protein sequence of the target gene is MAHQTGIHATEELKEFFAKARAGSVRLIKVVIEDEQLVLGASQEPVGRWDQDYDRAVLPLLDAQQPCYLLYRLDSQNAQGFEWLFLAWSPDNSPVRLKMLYAATRATVKKEFGGGHIKDELFGTVKDDLSFAGYQKHLSSCAAPAPLTSAERELQQIRINEVKTEISVESKHQTLQGLAFPLQPEAQRALQQLKQKMVNYIQMKLDLERETIELVHTEPTDVAQLPSRVPRDAARYHFFLYKHTHEGDPLESVVFIYSMPGYKCSIKERMLYSSCKSRLLDSVEQDFHLEIAKKIEIGDG.... The miRNA is hsa-miR-1-3p with sequence UGGAAUGUAAAGAAGUAUGUAU. (6) The miRNA is hsa-miR-132-5p with sequence ACCGUGGCUUUCGAUUGUUACU. The protein sequence of the target gene is MQYSHHCEHLLERLNKQREAGFLCDCTIVIGEFQFKAHRNVLASFSEYFGAIYRSTSENNVFLDQSQVKADGFQKLLEFIYTGTLNLDSWNVKEIHQAADYLKVEEVVTKCKIKMEDFAFIANPSSTEISSITGNIELNQQTCLLTLRDYNNREKSEVSTDLIQANPKQGALAKKSSQTKKKKKAFNSPKTGQNKTVQYPSDILENASVELFLDANKLPTPVVEQVAQINDNSELELTSVVENTFPAQDIVHTVTVKRKRGKSQPNCALKEHSMSNIASVKSPYEAENSGEELDQRYSKA.... Result: 0 (no interaction). (7) The miRNA is rno-miR-200a-5p with sequence CAUCUUACCGGACAGUGCUGG. The protein sequence of the target gene is MSFALEETLESDWVAVRPHVFDEREKHKFVFIVAWNEIEGKFAITCHNRTAQRQRSGSREQAGTPASDGSRGPGSPAARGRSEAAASATAALRSPGPRKSQAWAEGGSPRSARSLKGDPPRGPAGRGPESPLRSPARAKASPLRRSAESRDAIASATPVPPAPPVPPVSSVRVVSASGAVSEEIEVLEMVREDEAPQPLPDSEQPPSAAELESSAEECSWAGLFSFQDLRAVHQQLCSVNSQLEPCLPVFPEEPSGMWTVLFGGAPEMTEQEIDALCYQLQVYLGHGLDTCGWKILSQVL.... Result: 0 (no interaction). (8) The miRNA is hsa-miR-323a-5p with sequence AGGUGGUCCGUGGCGCGUUCGC. The protein sequence of the target gene is MQANGAGGGGGGGGGGQGQTPELACLSAQNGESSPSATSAGDLAHANGLLPAAPSAAGNNSNSLSVNNGVPGGAAAASATAAAAQATPELGSSLKKKKRLSQSDEDVIRLIGQHLNGLGLNQTVDLLMQESGCRLEHPSATKFRNHVMEGDWDKAENDLNELKPLVHSPHAIVVRGALEISQTLLGIIVRMKFLLLQQKYLEYLEDGKVLEALQVLRCELTPLKYNTERIHVLSGYLMCSHAEDLRAKAEWEGKGTASRSKLLDKLQTYLPPSVMLPPRRLQTLLRQAVELQRDRCLYHN.... Result: 0 (no interaction). (9) The miRNA is mmu-miR-935 with sequence CCCAGUUACCGCUUCCGCUACCGC. The protein sequence of the target gene is MTIVDKTEPSDPSTCQNQPGSCEAVSPEDMDTGSASWGAVSSISDVSSHTLPLGPVPGAVVYSNSSVPEKSKPSPPKDQVLGDGIAPPQKVLFPSEKICLKWQQSHRVGAGLQNLGNTCFANAALQCLTYTPPLANYMLSHEHSKTCHAEGFCMMCTMQTHITQALSNPGDVIKPMFVINEMRRIARHFRFGNQEDAHEFLQYTVDAMQKACLNGSNKLDRHTQATTLVCQIFGGYLRSRVKCLNCKGVSDTFDPYLDITLEIKAAQSVTKALEQFVKPEQLDGENSYKCSKCKKMVPAS.... Result: 0 (no interaction).